Task: Predict the reaction yield, written as a fraction of the theoretical maximum amount of product (1.0 means a 100% yield; for example, 0.34 means a 34% yield).. Dataset: Reaction yield outcomes from USPTO patents with 853,638 reactions (1) The reactants are [CH3:1][O:2][C:3]([CH:5]1[CH2:9][CH:8]([CH2:10][OH:11])[CH2:7][N:6]1[C:12]([O:14][C:15]([CH3:18])([CH3:17])[CH3:16])=[O:13])=[O:4].[F:19][C:20]([F:28])(S(F)(=O)=O)C(O)=O. The catalyst is CC#N.[Cu]I. The product is [CH3:1][O:2][C:3]([CH:5]1[CH2:9][CH:8]([CH2:10][O:11][CH:20]([F:28])[F:19])[CH2:7][N:6]1[C:12]([O:14][C:15]([CH3:18])([CH3:17])[CH3:16])=[O:13])=[O:4]. The yield is 0.570. (2) The yield is 0.740. The catalyst is CN(C=O)C. The product is [CH3:44][Si:2]([CH3:43])([CH3:1])[CH2:3][CH2:4][O:5][C:6](=[O:42])[CH:7]([CH2:33][CH:34]=[CH:35][CH2:36][P:37]([O:41][CH:79]([C:78]([O:83][CH2:84][CH3:85])=[O:82])[CH3:81])([O:39][CH3:40])=[O:38])[CH2:8][C:9]([CH3:32])=[CH:10][CH2:11][C:12]1[C:13]([O:25][CH2:26][CH2:27][Si:28]([CH3:31])([CH3:30])[CH3:29])=[C:14]2[C:18](=[C:19]([CH3:23])[C:20]=1[O:21][CH3:22])[CH2:17][O:16][C:15]2=[O:24]. The reactants are [CH3:1][Si:2]([CH3:44])([CH3:43])[CH2:3][CH2:4][O:5][C:6](=[O:42])[CH:7]([CH2:33][CH:34]=[CH:35][CH2:36][P:37]([OH:41])([O:39][CH3:40])=[O:38])[CH2:8][C:9]([CH3:32])=[CH:10][CH2:11][C:12]1[C:13]([O:25][CH2:26][CH2:27][Si:28]([CH3:31])([CH3:30])[CH3:29])=[C:14]2[C:18](=[C:19]([CH3:23])[C:20]=1[O:21][CH3:22])[CH2:17][O:16][C:15]2=[O:24].C1CN([P+](ON2N=NC3C=CC=CC2=3)(N2CCCC2)N2CCCC2)CC1.F[P-](F)(F)(F)(F)F.[C:78]([O:83][CH2:84][CH3:85])(=[O:82])[C@H:79]([CH3:81])O.CCN(C(C)C)C(C)C.